From a dataset of Full USPTO retrosynthesis dataset with 1.9M reactions from patents (1976-2016). Predict the reactants needed to synthesize the given product. (1) Given the product [CH3:1][N:2]1[C:6]([CH:7]([C:16]2[CH:21]=[CH:20][CH:19]=[CH:18][CH:17]=2)[OH:8])=[CH:5][N:4]=[CH:3]1, predict the reactants needed to synthesize it. The reactants are: [CH3:1][N:2]1[C:6]([CH:7]=[O:8])=[CH:5][N:4]=[C:3]1[Si](CC)(CC)CC.[C:16]1([Mg]Br)[CH:21]=[CH:20][CH:19]=[CH:18][CH:17]=1.CO. (2) Given the product [NH2:1][C:2]1[C:7]([F:8])=[C:6]([CH2:9][C:10]2[CH:11]=[CH:12][C:13]([F:16])=[CH:14][CH:15]=2)[N:5]=[C:4]([CH:17]=[O:18])[C:3]=1[Cl:19], predict the reactants needed to synthesize it. The reactants are: [NH2:1][C:2]1[C:7]([F:8])=[C:6]([CH2:9][C:10]2[CH:15]=[CH:14][C:13]([F:16])=[CH:12][CH:11]=2)[N:5]=[C:4]([CH:17]=[O:18])[CH:3]=1.[Cl:19]N1C(C)(C)C(=O)N(Cl)C1=O.